Dataset: Full USPTO retrosynthesis dataset with 1.9M reactions from patents (1976-2016). Task: Predict the reactants needed to synthesize the given product. Given the product [NH2:16][C:19]1[CH:20]=[C:21]([CH:24]=[CH:25][CH:26]=1)[CH2:22][O:1][C:2]1[CH:3]=[CH:4][C:5]([CH2:8][CH2:9][C:10]([O:12][CH3:13])=[O:11])=[CH:6][CH:7]=1, predict the reactants needed to synthesize it. The reactants are: [OH:1][C:2]1[CH:7]=[CH:6][C:5]([CH2:8][CH2:9][C:10]([O:12][CH3:13])=[O:11])=[CH:4][CH:3]=1.[H-].[Na+].[N+:16]([C:19]1[CH:20]=[C:21]([CH:24]=[CH:25][CH:26]=1)[CH2:22]Br)([O-])=O.O.